This data is from Full USPTO retrosynthesis dataset with 1.9M reactions from patents (1976-2016). The task is: Predict the reactants needed to synthesize the given product. (1) Given the product [Br:21][C:22]1[N:27]=[CH:26][C:25]([C@@H:28]([NH:31][C:17]([C:12]2[C:11]3[CH:10]=[N:9][N:8]([C:5]4[CH:4]=[CH:3][C:2]([F:1])=[CH:7][CH:6]=4)[C:16]=3[CH:15]=[CH:14][CH:13]=2)=[O:19])[CH2:29][CH3:30])=[CH:24][CH:23]=1, predict the reactants needed to synthesize it. The reactants are: [F:1][C:2]1[CH:7]=[CH:6][C:5]([N:8]2[C:16]3[CH:15]=[CH:14][CH:13]=[C:12]([C:17]([OH:19])=O)[C:11]=3[CH:10]=[N:9]2)=[CH:4][CH:3]=1.Cl.[Br:21][C:22]1[N:27]=[CH:26][C:25]([C@@H:28]([NH2:31])[CH2:29][CH3:30])=[CH:24][CH:23]=1.C(N(CC)CC)C. (2) Given the product [NH:8]1[C:4]2=[N:5][CH:6]=[CH:7][C:2]([O:18][C:15]3[CH:16]=[CH:17][C:12]([NH2:11])=[C:13]([F:19])[CH:14]=3)=[C:3]2[CH:10]=[CH:9]1, predict the reactants needed to synthesize it. The reactants are: Cl[C:2]1[CH:7]=[CH:6][N:5]=[C:4]2[NH:8][CH:9]=[CH:10][C:3]=12.[NH2:11][C:12]1[CH:17]=[CH:16][C:15]([OH:18])=[CH:14][C:13]=1[F:19].CCN(C(C)C)C(C)C.[H-].[Na+]. (3) Given the product [Cl:1][C:2]1[N:7]=[C:6]([NH:8][CH2:9][C:14]2[O:18][CH:11]=[CH:12][CH:13]=2)[C:5]([F:19])=[CH:4][N:3]=1, predict the reactants needed to synthesize it. The reactants are: [Cl:1][C:2]1[N:7]=[C:6]([NH:8][C:9]2[CH:14]=[CH:13][C:12]3OCC[O:18][C:11]=3C=2)[C:5]([F:19])=[CH:4][N:3]=1.ClC1N=C(Cl)C(F)=CN=1.C(N)C1OC=CC=1. (4) Given the product [CH2:56]([O:55][P:51](/[CH:42]=[CH:27]/[C:26]1[C:22]([O:14][CH2:15][C:16]2[CH:39]=[CH:38][C:19]([O:20][CH2:21][C:22]3[N:23]=[C:24]([C:28]4[CH:29]=[C:30]([CH:35]=[CH:36][CH:37]=4)[C:31]([O:33][CH3:34])=[O:32])[O:25][C:26]=3[CH3:27])=[C:18]([O:40][CH3:41])[CH:17]=2)=[N:23][N:60]([C:63]2[CH:38]=[CH:39][CH:16]=[CH:17][CH:18]=2)[CH:59]=1)([O:52][CH2:53][CH3:54])=[O:58])[CH3:57], predict the reactants needed to synthesize it. The reactants are: C(C1CN([O:14][CH2:15][C:16]2[CH:39]=[CH:38][C:19]([O:20][CH2:21][C:22]3[N:23]=[C:24]([C:28]4[CH:29]=[C:30]([CH:35]=[CH:36][CH:37]=4)[C:31]([O:33][CH3:34])=[O:32])[O:25][C:26]=3[CH3:27])=[C:18]([O:40][CH3:41])[CH:17]=2)N(C2C=CC=CC=2)C=1)=O.[CH2:42]([P:51](=[O:58])([O:55][CH2:56][CH3:57])[O:52][CH2:53][CH3:54])P(=O)(OCC)OCC.[CH3:59][N:60]([CH3:63])C=O.[H-].[Na+].